From a dataset of Full USPTO retrosynthesis dataset with 1.9M reactions from patents (1976-2016). Predict the reactants needed to synthesize the given product. (1) Given the product [Br:27][CH2:25][C:24]([C:7]1[CH:8]=[C:9]([O:13][CH2:14][CH2:15][CH2:16][OH:17])[C:10]([O:11][CH3:12])=[C:5]([C:1]([CH3:4])([CH3:3])[CH3:2])[CH:6]=1)=[O:26], predict the reactants needed to synthesize it. The reactants are: [C:1]([C:5]1[CH:6]=[C:7]([C:24](=[O:26])[CH3:25])[CH:8]=[C:9]([O:13][CH2:14][CH2:15][CH2:16][O:17]C2CCCCO2)[C:10]=1[O:11][CH3:12])([CH3:4])([CH3:3])[CH3:2].[Br-:27].[Br-].[Br-].C1([N+](C)(C)C)C=CC=CC=1.C1([N+](C)(C)C)C=CC=CC=1.C1([N+](C)(C)C)C=CC=CC=1. (2) Given the product [Br:1][C:2]1[CH:7]=[CH:6][C:5]([C:8]([C:10]2[CH:11]=[N:12][C:13]([N:16]3[CH2:21][CH2:20][O:19][CH2:18][CH2:17]3)=[CH:14][CH:15]=2)=[N:24][NH:23][C:25]([O:27][C:28]([CH3:31])([CH3:30])[CH3:29])=[O:26])=[C:4]([F:22])[CH:3]=1, predict the reactants needed to synthesize it. The reactants are: [Br:1][C:2]1[CH:7]=[CH:6][C:5]([C:8]([C:10]2[CH:11]=[N:12][C:13]([N:16]3[CH2:21][CH2:20][O:19][CH2:18][CH2:17]3)=[CH:14][CH:15]=2)=O)=[C:4]([F:22])[CH:3]=1.[NH:23]([C:25]([O:27][C:28]([CH3:31])([CH3:30])[CH3:29])=[O:26])[NH2:24]. (3) Given the product [Cl:1][C:2]1[C:7]([C:8]2[CH:13]=[CH:12][C:11]([Cl:14])=[CH:10][C:9]=2[C:15]([F:17])([F:18])[F:16])=[CH:6][C:5]2[NH:19][C:9]([C:15]([F:18])([F:17])[F:16])=[N:20][C:4]=2[CH:3]=1, predict the reactants needed to synthesize it. The reactants are: [Cl:1][C:2]1[CH:3]=[C:4]([NH2:20])[C:5]([NH2:19])=[CH:6][C:7]=1[C:8]1[CH:13]=[CH:12][C:11]([Cl:14])=[CH:10][C:9]=1[C:15]([F:18])([F:17])[F:16]. (4) Given the product [CH2:16]=[C:15]([C:6]1[CH:5]=[C:4]([CH:9]=[CH:8][C:7]=1[O:10][C:11]([F:12])([F:14])[F:13])[NH2:1])[CH3:17], predict the reactants needed to synthesize it. The reactants are: [N+:1]([C:4]1[CH:9]=[CH:8][C:7]([O:10][C:11]([F:14])([F:13])[F:12])=[C:6]([C:15]([CH3:17])=[CH2:16])[CH:5]=1)([O-])=O.O. (5) Given the product [C:1]([C:5]1[CH:20]=[CH:19][C:8]([C:9]([NH:11][C:12]2[C:13]([NH:18][C:30]([C:27]3[CH:28]=[C:29]4[C:24]([CH:23]=[N:22][NH:21]4)=[CH:25][CH:26]=3)=[O:31])=[CH:14][CH:15]=[CH:16][CH:17]=2)=[O:10])=[CH:7][CH:6]=1)([CH3:4])([CH3:2])[CH3:3], predict the reactants needed to synthesize it. The reactants are: [C:1]([C:5]1[CH:20]=[CH:19][C:8]([C:9]([NH:11][C:12]2[C:13]([NH2:18])=[CH:14][CH:15]=[CH:16][CH:17]=2)=[O:10])=[CH:7][CH:6]=1)([CH3:4])([CH3:3])[CH3:2].[NH:21]1[C:29]2[C:24](=[CH:25][CH:26]=[C:27]([C:30](O)=[O:31])[CH:28]=2)[CH:23]=[N:22]1.C(Cl)CCl. (6) Given the product [C:9]([O:8][C@H:7]1[C@H:12]([O:13][C:14](=[O:16])[CH3:15])[C@@H:17]([CH2:19][O:20][C:21](=[O:23])[CH3:22])[O:18][C@@H:5]([O:4][Si:39]([C:42]([CH3:45])([CH3:44])[CH3:43])([CH3:41])[CH3:40])[C@@H:6]1[N:24]=[N+:25]=[N-:26])(=[O:11])[CH3:10], predict the reactants needed to synthesize it. The reactants are: C([O:4][CH:5]1[O:18][C@H:17]([CH2:19][O:20][C:21](=[O:23])[CH3:22])[C@@H:12]([O:13][C:14](=[O:16])[CH3:15])[C@H:7]([O:8][C:9](=[O:11])[CH3:10])[C@H:6]1[N:24]=[N+:25]=[N-:26])(=O)C.C1(C)C=CC=CC=1.N1C=CN=C1.[Si:39](Cl)([C:42]([CH3:45])([CH3:44])[CH3:43])([CH3:41])[CH3:40]. (7) Given the product [NH2:1][C:2]1[CH:3]=[C:4]([CH:8]=[C:9]([Cl:11])[N:10]=1)[C:5]([O:7][CH2:13][CH3:14])=[O:6], predict the reactants needed to synthesize it. The reactants are: [NH2:1][C:2]1[CH:3]=[C:4]([CH:8]=[C:9]([Cl:11])[N:10]=1)[C:5]([OH:7])=[O:6].S1C=C[CH:14]=[C:13]1Cl. (8) The reactants are: [NH2:1][CH:2]([C:6]1[CH:14]=[CH:13][C:12]([Cl:15])=[CH:11][C:7]=1[C:8](O)=[O:9])[CH:3]([CH3:5])[CH3:4].CCN(C(C)C)C(C)C.CN(C(ON1N=NC2C=CC=NC1=2)=[N+](C)C)C.F[P-](F)(F)(F)(F)F.[NH4+].[Cl-]. Given the product [Cl:15][C:12]1[CH:11]=[C:7]2[C:6]([CH:2]([CH:3]([CH3:5])[CH3:4])[NH:1][C:8]2=[O:9])=[CH:14][CH:13]=1, predict the reactants needed to synthesize it.